Dataset: Full USPTO retrosynthesis dataset with 1.9M reactions from patents (1976-2016). Task: Predict the reactants needed to synthesize the given product. Given the product [CH3:15][O:16][C:17]1[CH:18]=[C:19]2[C:24](=[CH:25][C:26]=1[O:27][CH3:28])[CH2:23][N:22]([CH2:2][CH2:3][S:4][C:5]1[CH:10]=[CH:9][C:8]([N+:11]([O-:13])=[O:12])=[CH:7][CH:6]=1)[CH2:21][CH2:20]2, predict the reactants needed to synthesize it. The reactants are: Br[CH2:2][CH2:3][S:4][C:5]1[CH:10]=[CH:9][C:8]([N+:11]([O-:13])=[O:12])=[CH:7][CH:6]=1.Cl.[CH3:15][O:16][C:17]1[CH:18]=[C:19]2[C:24](=[CH:25][C:26]=1[O:27][CH3:28])[CH2:23][NH:22][CH2:21][CH2:20]2.C(=O)([O-])[O-].[K+].[K+].